Predict the product of the given reaction. From a dataset of Forward reaction prediction with 1.9M reactions from USPTO patents (1976-2016). (1) Given the reactants [CH3:1][C:2]1[S:3][C:4]2[CH2:9][N:8](S(C3C=CC(C)=CC=3)(=O)=O)[CH2:7][C:5]=2[N:6]=1.C1(O)C=CC=CC=1.Br.CCOCC, predict the reaction product. The product is: [CH3:1][C:2]1[S:3][C:4]2[CH2:9][NH:8][CH2:7][C:5]=2[N:6]=1. (2) Given the reactants [CH3:1][NH:2][CH2:3][C:4]1[C:12]2[C:7](=[CH:8][C:9]([CH3:13])=[CH:10][CH:11]=2)[NH:6][CH:5]=1.C(N(C(C)C)CC)(C)C.[CH:23](OC1C=CC([N+]([O-])=O)=CC=1)=[O:24], predict the reaction product. The product is: [CH3:1][N:2]([CH2:3][C:4]1[C:12]2[C:7](=[CH:8][C:9]([CH3:13])=[CH:10][CH:11]=2)[NH:6][CH:5]=1)[CH:23]=[O:24]. (3) Given the reactants Br[C:2]1[CH:7]=[CH:6][C:5]([C:8]2[O:12][N:11]=[C:10]([CH3:13])[C:9]=2[CH:14]([OH:25])[CH2:15][C:16]([CH3:24])([C:18]2[CH:23]=[CH:22][CH:21]=[CH:20][CH:19]=2)[CH3:17])=[CH:4][CH:3]=1.[CH2:26]([O:28][C:29](=[O:49])[CH2:30][C:31]1([C:34]2[CH:39]=[CH:38][C:37](B3OC(C)(C)C(C)(C)O3)=[CH:36][CH:35]=2)[CH2:33][CH2:32]1)[CH3:27], predict the reaction product. The product is: [CH2:26]([O:28][C:29](=[O:49])[CH2:30][C:31]1([C:34]2[CH:35]=[CH:36][C:37]([C:2]3[CH:3]=[CH:4][C:5]([C:8]4[O:12][N:11]=[C:10]([CH3:13])[C:9]=4[CH:14]([OH:25])[CH2:15][C:16]([CH3:17])([C:18]4[CH:23]=[CH:22][CH:21]=[CH:20][CH:19]=4)[CH3:24])=[CH:6][CH:7]=3)=[CH:38][CH:39]=2)[CH2:32][CH2:33]1)[CH3:27]. (4) Given the reactants Br[C:2]1[C:11]2[C:6](=[C:7]([Cl:13])[CH:8]=[C:9]([OH:12])[CH:10]=2)[N:5]=[C:4]([C:14]2[CH:19]=[CH:18][C:17]([OH:20])=[C:16]([F:21])[CH:15]=2)[CH:3]=1.C[Si]([C:26]#[C:27][Sn](CCCC)(CCCC)CCCC)(C)C, predict the reaction product. The product is: [Cl:13][C:7]1[CH:8]=[C:9]([OH:12])[CH:10]=[C:11]2[C:6]=1[N:5]=[C:4]([C:14]1[CH:19]=[CH:18][C:17]([OH:20])=[C:16]([F:21])[CH:15]=1)[CH:3]=[C:2]2[C:26]#[CH:27]. (5) Given the reactants COC1C=C(OC)C=CC=1C[N:6]([C:35]1[CH:40]=[CH:39][N:38]=[CH:37][N:36]=1)[S:7]([C:10]1[CH:15]=[C:14]([CH3:16])[C:13]([O:17][C@H:18]2[CH2:22][CH2:21][CH2:20][C@@H:19]2[C:23]2[N:27](C3CCCCO3)[N:26]=[CH:25][CH:24]=2)=[CH:12][C:11]=1[F:34])(=[O:9])=[O:8].C([SiH](CC)CC)C.FC(F)(F)C(O)=O, predict the reaction product. The product is: [F:34][C:11]1[CH:12]=[C:13]([O:17][C@H:18]2[CH2:22][CH2:21][CH2:20][C@@H:19]2[C:23]2[NH:27][N:26]=[CH:25][CH:24]=2)[C:14]([CH3:16])=[CH:15][C:10]=1[S:7]([NH:6][C:35]1[CH:40]=[CH:39][N:38]=[CH:37][N:36]=1)(=[O:8])=[O:9]. (6) Given the reactants C(NC(C)C)(C)C.C([Li])CCC.[CH:13]1([C:16]([O:18][C:19]([CH3:22])([CH3:21])[CH3:20])=[O:17])[CH2:15][CH2:14]1.[Br:23][C:24]1[CH:25]=[C:26]([CH:29]=[CH:30][CH:31]=1)[CH2:27]Br.[Cl-].[NH4+], predict the reaction product. The product is: [Br:23][C:24]1[CH:25]=[C:26]([CH:29]=[CH:30][CH:31]=1)[CH2:27][C:13]1([C:16]([O:18][C:19]([CH3:22])([CH3:21])[CH3:20])=[O:17])[CH2:15][CH2:14]1. (7) Given the reactants [C:1]([CH:5]1[CH2:9][NH:8][CH2:7][CH:6]1[N:10]1[CH2:19][C:18]2[C:13](=[CH:14][C:15]3[N:22]([C:23]([C:36]4[CH:41]=[CH:40][CH:39]=[CH:38][CH:37]=4)([C:30]4[CH:35]=[CH:34][CH:33]=[CH:32][CH:31]=4)[C:24]4[CH:29]=[CH:28][CH:27]=[CH:26][CH:25]=4)[N:21]=[C:20]([C:42]4[CH:47]=[CH:46][N:45]=[C:44]([CH3:48])[CH:43]=4)[C:16]=3[CH:17]=2)[NH:12][C:11]1=[O:49])([CH3:4])([CH3:3])[CH3:2].FC(F)(F)S(O[CH2:56][C:57]([F:60])([F:59])[F:58])(=O)=O.C(N(C(C)C)C(C)C)C, predict the reaction product. The product is: [C:1]([CH:5]1[CH2:9][N:8]([CH2:56][C:57]([F:60])([F:59])[F:58])[CH2:7][CH:6]1[N:10]1[CH2:19][C:18]2[C:13](=[CH:14][C:15]3[N:22]([C:23]([C:24]4[CH:29]=[CH:28][CH:27]=[CH:26][CH:25]=4)([C:36]4[CH:37]=[CH:38][CH:39]=[CH:40][CH:41]=4)[C:30]4[CH:35]=[CH:34][CH:33]=[CH:32][CH:31]=4)[N:21]=[C:20]([C:42]4[CH:47]=[CH:46][N:45]=[C:44]([CH3:48])[CH:43]=4)[C:16]=3[CH:17]=2)[NH:12][C:11]1=[O:49])([CH3:4])([CH3:3])[CH3:2]. (8) Given the reactants [Cl:1][C:2]1[CH:27]=[CH:26][C:5]([C:6]([NH:8][CH:9]([C:20]2[CH:25]=[CH:24][CH:23]=[CH:22][CH:21]=2)[CH2:10][CH2:11][NH:12][C:13](=[O:19])[O:14][C:15]([CH3:18])([CH3:17])[CH3:16])=[O:7])=[CH:4][C:3]=1[NH:28][C:29]([C:31]1[C:44](=[O:45])[NH:43][C:34]2[N:35]=[C:36](S(C)(=O)=O)[N:37]=[CH:38][C:33]=2[CH:32]=1)=[O:30].Cl.[C@@H:47]12[O:54][C@@H:51]([CH2:52][CH2:53]1)[CH2:50][NH:49][CH2:48]2.C(N(CC)CC)C, predict the reaction product. The product is: [C:15]([O:14][C:13](=[O:19])[NH:12][CH2:11][CH2:10][CH:9]([NH:8][C:6](=[O:7])[C:5]1[CH:26]=[CH:27][C:2]([Cl:1])=[C:3]([NH:28][C:29]([C:31]2[C:44](=[O:45])[NH:43][C:34]3[N:35]=[C:36]([N:49]4[CH2:48][C@H:47]5[O:54][C@H:51]([CH2:52][CH2:53]5)[CH2:50]4)[N:37]=[CH:38][C:33]=3[CH:32]=2)=[O:30])[CH:4]=1)[C:20]1[CH:25]=[CH:24][CH:23]=[CH:22][CH:21]=1)([CH3:18])([CH3:17])[CH3:16]. (9) Given the reactants [NH2:1][CH2:2][C:3]1[CH:8]=[CH:7][C:6]([NH:9][C:10]([C:12]2[C:13]([C:18]3[CH:23]=[CH:22][C:21]([C:24]([F:27])([F:26])[F:25])=[CH:20][CH:19]=3)=[CH:14][CH:15]=[CH:16][CH:17]=2)=[O:11])=[CH:5][CH:4]=1.C(N(CC)CC)C.Cl.[C:36](Cl)(=[O:43])[C:37]1[CH:42]=[CH:41][CH:40]=[N:39][CH:38]=1.O, predict the reaction product. The product is: [F:27][C:24]([F:25])([F:26])[C:21]1[CH:22]=[CH:23][C:18]([C:13]2[CH:14]=[CH:15][CH:16]=[CH:17][C:12]=2[C:10]([NH:9][C:6]2[CH:5]=[CH:4][C:3]([CH2:2][NH:1][C:36](=[O:43])[C:37]3[CH:42]=[CH:41][CH:40]=[N:39][CH:38]=3)=[CH:8][CH:7]=2)=[O:11])=[CH:19][CH:20]=1.